This data is from CYP2D6 inhibition data for predicting drug metabolism from PubChem BioAssay. The task is: Regression/Classification. Given a drug SMILES string, predict its absorption, distribution, metabolism, or excretion properties. Task type varies by dataset: regression for continuous measurements (e.g., permeability, clearance, half-life) or binary classification for categorical outcomes (e.g., BBB penetration, CYP inhibition). Dataset: cyp2d6_veith. (1) The drug is COC(=O)[C@H]1[C@H](c2ccccc2)C(=O)[C@@]2(O)c3ccccc3O[C@@]12c1ccccc1. The result is 0 (non-inhibitor). (2) The compound is Cc1ccc(NC(=O)c2ccc(S(=O)(=O)N3CCCCC3)cc2)cc1. The result is 0 (non-inhibitor). (3) The molecule is Cc1nc2nc(-c3ccc(Cl)cc3)nn2c(C)c1Cl. The result is 0 (non-inhibitor). (4) The compound is COCCNC(=O)C(c1ccc(C)o1)N(CC1CCCO1)C(=O)Cn1nnc2ccccc21. The result is 0 (non-inhibitor).